This data is from Ames mutagenicity test results for genotoxicity prediction. The task is: Regression/Classification. Given a drug SMILES string, predict its toxicity properties. Task type varies by dataset: regression for continuous values (e.g., LD50, hERG inhibition percentage) or binary classification for toxic/non-toxic outcomes (e.g., AMES mutagenicity, cardiotoxicity, hepatotoxicity). Dataset: ames. (1) The drug is Nc1c(O)cccc1C(=O)CC(N)C(=O)O. The result is 0 (non-mutagenic). (2) The compound is c1c[nH]cn1. The result is 0 (non-mutagenic). (3) The drug is O=C(/N=c1\sn(C(=O)c2ccccc2Cl)c2ccc([N+](=O)[O-])cc12)c1ccccc1Cl. The result is 1 (mutagenic).